Dataset: Experimentally validated miRNA-target interactions with 360,000+ pairs, plus equal number of negative samples. Task: Binary Classification. Given a miRNA mature sequence and a target amino acid sequence, predict their likelihood of interaction. (1) The miRNA is hsa-miR-548g-3p with sequence AAAACUGUAAUUACUUUUGUAC. The protein sequence of the target gene is MEGAGGENEKKKMSSERRKEKSRDAARSRRSKESEVFYELAHQLPLPHNVSSHLDKASVMRLTISYLRVRKLLDAGDLDIEDEMKAQMNCFYLKAPDGFVMVLTDDGDMIYISDNVNKYMGLTQFELTGHSVFDFTHPCDHEEMREMLTHRNGPVRKGKEQNTQRSFFLRMKCTLTSRGRTMNIKSATWKVLHCTGHIHVYDTSSNQPQCGYKKPPMTCLVLICEPIPHPSNIEIPLDSKTFLSRHSLDMKFSYCDERITELMGYEPEELLGRSIYEYYHALDSDHLTKTHHDMFTKGQV.... Result: 0 (no interaction). (2) The miRNA is mmu-miR-19b-3p with sequence UGUGCAAAUCCAUGCAAAACUGA. The protein sequence of the target gene is MSQPPPPPPLPPPPPPPEAPQTSSSLAAAASPGGLSKRRDRRILSGSCPDPKCQARLFFPASGSVSIECTECGQRHEQQQLLGVEEVTDPDVVLHNLLRNALLGVTGAPKKNTELVKVMGLSNYHCKLLSPILARYGMDKQTGRAKLLRDMNQGELFDCALLGDRAFLIEPEHVNTVGYGKDRSGSLLYLHDTLEDIKRANKSQECLIPVHVDGDGHCLVHAVSRALVGRELFWHALRENLKQHFQQHLARYQALFHDFIDAAEWEDIINECDPLFVPPEGVPLGLRNIHIFGLANVLHR.... Result: 1 (interaction). (3) The miRNA is hsa-miR-3679-3p with sequence CUUCCCCCCAGUAAUCUUCAUC. The protein sequence of the target gene is MAEAEESPGDPGTASPRPLFAGLSDISISQDIPVEGEITIPMRSRIREFDSSTLNESVRNTIMRDLKAVGKKFMHVLYPRKSNTLLRDWDLWGPLILCVTLALMLQRDSADSEKDGGPQFAEVFVIVWFGAVTITLNSKLLGGNISFFQSLCVLGYCILPLTVAMLICRLVLLADPGPVNFMVRLFVVIVMFAWSIVASTAFLADSQPPNRRALAVYPVFLFYFVISWMILTFTPQ. Result: 1 (interaction). (4) The miRNA is hsa-miR-519b-5p with sequence CUCUAGAGGGAAGCGCUUUCUG. The protein sequence of the target gene is MLQMPKLNEIPPGRGGPGEPWGEGRWAGPTGPEAARPARGARGQARGARARWDSWEHSRLPTHPGPGWDQCSPSFLCAPSSQKLIMESKDEVSDSDSGIILQSGPDSPVSPMKELTNAVRKQQRALEARLEACLEELRRLCLREAELTGTLPAEYPLKPGEKAPKVRRRIGAAYKLDEWALHREDPLSSLERQLALQLQITEAARRLCAEENLSRQARRQRKHAALQEEKKLRDLQRCLGDRRRNSEPPPTTVPSLGRELSASDDSSLSDGLLLEEEDSQAPKPPPESPAPPSRPLPPQS.... Result: 0 (no interaction). (5) The miRNA is hsa-miR-3529-3p with sequence AACAACAAAAUCACUAGUCUUCCA. The protein sequence of the target gene is MIRQERSTSYQELSEELVQVVENSELADEQDKETVRVQGPGILPGLDSESASSSIRFSKACLKNVFSVLLIFIYLLLMAVAVFLVYRTITDFREKLKHPVMSVSYKEVDRYDAPGIALYPGQAQLLSCKHHYEVIPPLTSPGQPGDMNCTTQRINYTDPFSNQTVKSALIVQGPREVKKRELVFLQFRLNKSSEDFSAIDYLLFSSFQEFLQSPNRVGFMQACESAYSSWKFSGGFRTWVKMSLVKTKEEDGREAVEFRQETSVVNYIDQRPAAKKSAQLFFVVFEWKDPFIQKVQDIVT.... Result: 0 (no interaction). (6) The miRNA is hsa-miR-1910-5p with sequence CCAGUCCUGUGCCUGCCGCCU. The protein sequence of the target gene is MKLSVCLLLVTLALCCYQANAEFCPALVSELLDFFFISEPLFKLSLAKFDAPPEAVAAKLGVKRCTDQMSLQKRSLIAEVLVKILKKCSV. Result: 0 (no interaction).